From a dataset of Reaction yield outcomes from USPTO patents with 853,638 reactions. Predict the reaction yield, written as a fraction of the theoretical maximum amount of product (1.0 means a 100% yield; for example, 0.34 means a 34% yield). (1) The reactants are Cl.[NH2:2][OH:3].[OH-].[Na+].[CH3:6][O:7][C:8]1[CH:9]=[C:10]([CH:13]=[CH:14][CH:15]=1)[CH:11]=O. The product is [CH3:6][O:7][C:8]1[CH:9]=[C:10]([CH:13]=[CH:14][CH:15]=1)[CH:11]=[N:2][OH:3]. The catalyst is O. The yield is 1.00. (2) The reactants are Br[CH2:2][C:3]([C:5]1[CH:10]=[CH:9][C:8]([O:11][CH3:12])=[CH:7][CH:6]=1)=O.[CH2:13]([C:16]1[CH:21]=[CH:20][CH:19]=[CH:18][N:17]=1)[CH2:14][CH3:15].C(=O)([O-])[O-].[K+].[K+]. The catalyst is CC(C)=O. The product is [CH2:14]([C:13]1[C:3]([C:5]2[CH:10]=[CH:9][C:8]([O:11][CH3:12])=[CH:7][CH:6]=2)=[CH:2][N:17]2[C:16]=1[CH:21]=[CH:20][CH:19]=[CH:18]2)[CH3:15]. The yield is 0.760.